Dataset: Full USPTO retrosynthesis dataset with 1.9M reactions from patents (1976-2016). Task: Predict the reactants needed to synthesize the given product. (1) Given the product [CH2:21]([O:20][C:18]([C:17]1[C:1]([CH2:2][CH2:3][CH2:4][CH3:5])=[N:6][O:7][CH:16]=1)=[O:19])[CH3:22], predict the reactants needed to synthesize it. The reactants are: [CH:1](=[N:6][OH:7])[CH2:2][CH2:3][CH2:4][CH3:5].C(=NO)CCC.CN[C:16](NC)=[CH:17][C:18]([O:20][CH2:21][CH3:22])=[O:19]. (2) Given the product [CH3:19][CH:6]1[N:7]([C:12]([O:14][C:15]([CH3:18])([CH3:17])[CH3:16])=[O:13])[CH2:8][CH2:9][CH2:10][N:11]2[C:29]([C:28]([F:39])([F:38])[F:27])=[N:1][N:2]=[C:5]12, predict the reactants needed to synthesize it. The reactants are: [NH2:1][NH2:2].CO[C:5]1[CH:6]([CH3:19])[N:7]([C:12]([O:14][C:15]([CH3:18])([CH3:17])[CH3:16])=[O:13])[CH2:8][CH2:9][CH2:10][N:11]=1.C(N(CC)CC)C.[F:27][C:28]([F:39])([F:38])[C:29](O[C:29](=O)[C:28]([F:39])([F:38])[F:27])=O. (3) Given the product [F:34][C:31]1[CH:32]=[CH:33][C:25]2[N:26]([CH:30]=1)[C:27](=[O:29])[CH:28]=[C:23]([C:7]1[CH:8]=[C:9]([CH2:10][OH:11])[C:4]3[N:5]([CH:21]=[C:2]([CH3:1])[N:3]=3)[CH:6]=1)[N:24]=2, predict the reactants needed to synthesize it. The reactants are: [CH3:1][C:2]1[N:3]=[C:4]2[C:9]([CH2:10][OH:11])=[CH:8][C:7](B3OC(C)(C)C(C)(C)O3)=[CH:6][N:5]2[CH:21]=1.Cl[C:23]1[N:24]=[C:25]2[CH:33]=[CH:32][C:31]([F:34])=[CH:30][N:26]2[C:27](=[O:29])[CH:28]=1.C([O-])([O-])=O.[K+].[K+]. (4) The reactants are: [Cl:1][C:2]1[CH:7]=[CH:6][CH:5]=[C:4]([NH:8][CH:9]([CH3:11])[CH3:10])[C:3]=1[CH2:12][OH:13]. Given the product [NH2:8][C:4]1[CH:5]=[CH:6][CH:7]=[C:2]([Cl:1])[C:3]=1[CH2:12][OH:13].[Cl:1][C:2]1[CH:7]=[CH:6][CH:5]=[C:4]([NH:8][CH:9]([CH3:11])[CH3:10])[C:3]=1[CH:12]=[O:13], predict the reactants needed to synthesize it. (5) Given the product [CH2:9]([O:8][C:6]([C:5]1[C:4]([OH:18])=[C:14]2[S:15][CH:16]=[CH:17][C:13]2=[N:12][CH:11]=1)=[O:7])[CH3:10], predict the reactants needed to synthesize it. The reactants are: C(O[C:4](=[O:18])[C:5](=[CH:11][NH:12][C:13]1[CH:17]=[CH:16][S:15][CH:14]=1)[C:6]([O:8][CH2:9][CH3:10])=[O:7])C.C1(OC2C=CC=CC=2)C=CC=CC=1. (6) Given the product [C:1]([C:3]1[CH:4]=[C:5]([S:17]([N:20]([CH2:26][C:27]2[CH:32]=[CH:31][C:30]([O:33][CH3:34])=[CH:29][C:28]=2[O:35][CH3:36])[C:21]2[S:25][N:24]=[CH:23][N:22]=2)(=[O:18])=[O:19])[CH:6]=[CH:7][C:8]=1[CH2:47][C:46]1[CH:49]=[CH:50][C:51]([C:53]([F:54])([F:55])[F:56])=[CH:52][C:45]=1[O:44][CH3:43])#[N:2], predict the reactants needed to synthesize it. The reactants are: [C:1]([C:3]1[CH:4]=[C:5]([S:17]([N:20]([CH2:26][C:27]2[CH:32]=[CH:31][C:30]([O:33][CH3:34])=[CH:29][C:28]=2[O:35][CH3:36])[C:21]2[S:25][N:24]=[CH:23][N:22]=2)(=[O:19])=[O:18])[CH:6]=[CH:7][C:8]=1B1OCC(C)(C)CO1)#[N:2].C(=O)([O-])[O-].[K+].[K+].[CH3:43][O:44][C:45]1[CH:52]=[C:51]([C:53]([F:56])([F:55])[F:54])[CH:50]=[CH:49][C:46]=1[CH2:47]Br. (7) Given the product [CH3:13][O:12][C:10]([CH2:9][CH2:8][C:5]1[CH:6]=[CH:7][C:2]([S:20][C:19]2[CH:21]=[CH:22][CH:23]=[CH:24][C:18]=2[C:17]([OH:26])=[O:25])=[C:3]([N+:14]([O-:16])=[O:15])[CH:4]=1)=[O:11], predict the reactants needed to synthesize it. The reactants are: Cl[C:2]1[CH:7]=[CH:6][C:5]([CH2:8][CH2:9][C:10]([O:12][CH3:13])=[O:11])=[CH:4][C:3]=1[N+:14]([O-:16])=[O:15].[C:17]([OH:26])(=[O:25])[C:18]1[C:19](=[CH:21][CH:22]=[CH:23][CH:24]=1)[SH:20].